Dataset: Forward reaction prediction with 1.9M reactions from USPTO patents (1976-2016). Task: Predict the product of the given reaction. (1) Given the reactants [ClH:1].[N:2]1([CH2:8][CH2:9][CH2:10][O:11][C:12]2[CH:20]=[CH:19][C:15]([C:16](O)=[O:17])=[CH:14][CH:13]=2)[CH2:7][CH2:6][CH2:5][CH2:4][CH2:3]1, predict the reaction product. The product is: [ClH:1].[N:2]1([CH2:8][CH2:9][CH2:10][O:11][C:12]2[CH:20]=[CH:19][C:15]([C:16]([Cl:1])=[O:17])=[CH:14][CH:13]=2)[CH2:7][CH2:6][CH2:5][CH2:4][CH2:3]1. (2) Given the reactants [Br:1][C:2]1[CH:3]=[CH:4][C:5]2[C:11](=[O:12])[CH2:10][CH2:9][CH2:8][O:7][C:6]=2[CH:13]=1.C1CCCCC1.CO[CH:22](OC)[N:23]([CH3:25])[CH3:24], predict the reaction product. The product is: [Br:1][C:2]1[CH:3]=[CH:4][C:5]2[C:11](=[O:12])/[C:10](=[CH:22]/[N:23]([CH3:25])[CH3:24])/[CH2:9][CH2:8][O:7][C:6]=2[CH:13]=1. (3) Given the reactants [F:1][C:2]1[CH:3]=[N:4][C:5]([NH:8][C:9]2[S:10][C:11]3[CH2:17][CH2:16][N:15]([CH2:18][CH2:19][CH2:20][NH:21][CH3:22])[C:14]4=[N:23][N:24](CC5C=CC(OC)=CC=5)[CH:25]=[C:13]4[C:12]=3[N:35]=2)=[N:6][CH:7]=1, predict the reaction product. The product is: [F:1][C:2]1[CH:3]=[N:4][C:5]([NH:8][C:9]2[S:10][C:11]3[CH2:17][CH2:16][N:15]([CH2:18][CH2:19][CH2:20][NH:21][CH3:22])[C:14]4=[N:23][NH:24][CH:25]=[C:13]4[C:12]=3[N:35]=2)=[N:6][CH:7]=1. (4) Given the reactants C(Cl)(=O)C(Cl)=O.[CH3:7][C:8]1[C:12]([C:13]([OH:15])=O)=[CH:11][O:10][N:9]=1.[CH3:16][O:17][C:18]1[CH:23]=[CH:22][C:21]([C:24]23[NH:38][CH2:37][CH2:36][N:25]2[C:26](=[O:35])[C:27]2[N:28]([C:30]([C:33]#[N:34])=[CH:31][CH:32]=2)[CH2:29]3)=[CH:20][CH:19]=1, predict the reaction product. The product is: [CH3:16][O:17][C:18]1[CH:23]=[CH:22][C:21]([C:24]23[N:38]([C:13]([C:12]4[C:8]([CH3:7])=[N:9][O:10][CH:11]=4)=[O:15])[CH2:37][CH2:36][N:25]2[C:26](=[O:35])[C:27]2[N:28]([C:30]([C:33]#[N:34])=[CH:31][CH:32]=2)[CH2:29]3)=[CH:20][CH:19]=1.